Dataset: Full USPTO retrosynthesis dataset with 1.9M reactions from patents (1976-2016). Task: Predict the reactants needed to synthesize the given product. (1) Given the product [CH3:1][O:2][C:3](=[O:12])[C:4]1[CH:9]=[C:8]([Cl:10])[CH:7]=[CH:6][C:5]=1[NH:11][C:13]([O:15][CH2:16][C:17]1[CH:22]=[CH:21][CH:20]=[CH:19][CH:18]=1)=[O:14], predict the reactants needed to synthesize it. The reactants are: [CH3:1][O:2][C:3](=[O:12])[C:4]1[CH:9]=[C:8]([Cl:10])[CH:7]=[CH:6][C:5]=1[NH2:11].[C:13](Cl)([O:15][CH2:16][C:17]1[CH:22]=[CH:21][CH:20]=[CH:19][CH:18]=1)=[O:14].Cl.O. (2) Given the product [C:9]([C:12]1[CH:17]=[N:16][N:15]2[CH:18]=[C:19]([C:21]([O:23][CH2:24][CH3:25])=[O:22])[CH:20]=[C:14]2[C:13]=1[NH:7][C@@H:3]1[CH2:4][CH2:5][CH2:6][C:2]1([CH3:8])[CH3:1])(=[O:11])[NH2:10], predict the reactants needed to synthesize it. The reactants are: [CH3:1][C:2]1([CH3:8])[CH2:6][CH2:5][CH2:4][C@H:3]1[NH2:7].[C:9]([C:12]1[CH:17]=[N:16][N:15]2[CH:18]=[C:19]([C:21]([O:23][CH2:24][CH3:25])=[O:22])[CH:20]=[C:14]2[C:13]=1Cl)(=[O:11])[NH2:10].ClC1C2N(C=C(Cl)C=2)N=CC=1C(N)=O.